The task is: Predict the reactants needed to synthesize the given product.. This data is from Full USPTO retrosynthesis dataset with 1.9M reactions from patents (1976-2016). (1) Given the product [F:24][C:21]([F:22])([F:23])[C:20]([NH:19][C@@H:17]1[CH2:18][NH:15][C@H:16]1[CH3:26])=[O:25], predict the reactants needed to synthesize it. The reactants are: Cl.C([N:15]1[CH2:18][C@@H:17]([NH:19][C:20](=[O:25])[C:21]([F:24])([F:23])[F:22])[C@@H:16]1[CH3:26])(C1C=CC=CC=1)C1C=CC=CC=1. (2) The reactants are: C([O:3][C:4](=O)[CH:5]([CH3:24])[CH2:6][N:7]([C:14]1[C:19]([N+:20]([O-])=O)=[CH:18][N:17]=[C:16]([Cl:23])[N:15]=1)[CH:8]1[CH2:13][CH2:12][CH2:11][CH2:10][CH2:9]1)C. Given the product [Cl:23][C:16]1[N:17]=[CH:18][C:19]2[NH:20][C:4](=[O:3])[CH:5]([CH3:24])[CH2:6][N:7]([CH:8]3[CH2:13][CH2:12][CH2:11][CH2:10][CH2:9]3)[C:14]=2[N:15]=1, predict the reactants needed to synthesize it. (3) Given the product [CH3:1][C:2]1[N:3]=[N:4][N:5]([C:8]2[CH:13]=[CH:12][C:11]([N+:14]([O-:16])=[O:15])=[CH:10][CH:9]=2)[N:6]=1, predict the reactants needed to synthesize it. The reactants are: [CH3:1][C:2]1[NH:6][N:5]=[N:4][N:3]=1.F[C:8]1[CH:13]=[CH:12][C:11]([N+:14]([O-:16])=[O:15])=[CH:10][CH:9]=1.C(=O)([O-])[O-].[K+].[K+]. (4) Given the product [NH2:20][C:17]1[CH:18]=[CH:19][C:14]([O:13][C:11]2[CH:10]=[N:9][CH:8]=[C:7]([CH:12]=2)[C:6]([NH:5][C:1]([CH3:4])([CH3:3])[CH3:2])=[O:24])=[C:15]([Cl:23])[CH:16]=1, predict the reactants needed to synthesize it. The reactants are: [C:1]([NH:5][C:6](=[O:24])[C:7]1[CH:12]=[C:11]([O:13][C:14]2[CH:19]=[CH:18][C:17]([N+:20]([O-])=O)=[CH:16][C:15]=2[Cl:23])[CH:10]=[N:9][CH:8]=1)([CH3:4])([CH3:3])[CH3:2].[Cl-].[Ca+2].[Cl-].O. (5) Given the product [C:6]1([C:16]2[CH:21]=[CH:20][CH:19]=[CH:18][CH:17]=2)[CH:11]=[CH:10][C:9]([CH2:12][C:13]([N:3]([O:4][CH3:5])[CH3:2])=[O:14])=[CH:8][CH:7]=1, predict the reactants needed to synthesize it. The reactants are: Cl.[CH3:2][NH:3][O:4][CH3:5].[C:6]1([C:16]2[CH:21]=[CH:20][CH:19]=[CH:18][CH:17]=2)[CH:11]=[CH:10][C:9]([CH2:12][C:13](O)=[O:14])=[CH:8][CH:7]=1.F[P-](F)(F)(F)(F)F.N1(O[P+](N(C)C)(N(C)C)N(C)C)C2C=CC=CC=2N=N1.C(N(CC)C(C)C)(C)C. (6) Given the product [C:1]([O:5][C:6](=[O:16])[CH:7]([CH:8]1[CH2:9][CH2:18][CH2:17][CH2:10]1)[CH2:11][S:12]([Cl:15])(=[O:13])=[O:14])([CH3:3])([CH3:4])[CH3:2], predict the reactants needed to synthesize it. The reactants are: [C:1]([O:5][C:6](=[O:16])[CH:7]([CH2:11][S:12]([Cl:15])(=[O:14])=[O:13])[CH:8]([CH3:10])[CH3:9])([CH3:4])([CH3:3])[CH3:2].[C:17](OC(=O)C(C1CCCC1)CSC(=O)C)(C)(C)[CH3:18]. (7) Given the product [Cl:70][C:66]1[CH:65]=[C:64]([CH:69]=[CH:68][CH:67]=1)[CH2:63][NH:62][C:60]([C:59]1[CH:71]=[CH:72][C:73]([CH3:74])=[C:57]([NH:56][C:14]([C:8]2[C:9](=[O:13])[NH:10][C:11]3[C:6]([CH:7]=2)=[CH:5][C:4]([O:17][CH2:18][CH2:19][O:20][CH2:21][CH2:22][O:23][CH3:24])=[C:3]([O:2][CH3:1])[CH:12]=3)=[O:16])[CH:58]=1)=[O:61], predict the reactants needed to synthesize it. The reactants are: [CH3:1][O:2][C:3]1[CH:12]=[C:11]2[C:6]([CH:7]=[C:8]([C:14]([OH:16])=O)[C:9](=[O:13])[NH:10]2)=[CH:5][C:4]=1[O:17][CH2:18][CH2:19][O:20][CH2:21][CH2:22][O:23][CH3:24].CN(C(ON1N=NC2C=CC=NC1=2)=[N+](C)C)C.F[P-](F)(F)(F)(F)F.CN1CCOCC1.[NH2:56][C:57]1[CH:58]=[C:59]([CH:71]=[CH:72][C:73]=1[CH3:74])[C:60]([NH:62][CH2:63][C:64]1[CH:69]=[CH:68][CH:67]=[C:66]([Cl:70])[CH:65]=1)=[O:61]. (8) Given the product [Cl:3][C:4]1[CH:12]=[C:11]2[C:7]([C:8]([I:13])=[N:9][N:10]2[C:19]([C:20]2[CH:25]=[CH:24][CH:23]=[CH:22][CH:21]=2)([C:32]2[CH:33]=[CH:34][CH:35]=[CH:36][CH:37]=2)[C:26]2[CH:27]=[CH:28][CH:29]=[CH:30][CH:31]=2)=[CH:6][C:5]=1[C:14]([O:16][CH3:17])=[O:15], predict the reactants needed to synthesize it. The reactants are: [H-].[Na+].[Cl:3][C:4]1[CH:12]=[C:11]2[C:7]([C:8]([I:13])=[N:9][NH:10]2)=[CH:6][C:5]=1[C:14]([O:16][CH3:17])=[O:15].Cl[C:19]([C:32]1[CH:37]=[CH:36][CH:35]=[CH:34][CH:33]=1)([C:26]1[CH:31]=[CH:30][CH:29]=[CH:28][CH:27]=1)[C:20]1[CH:25]=[CH:24][CH:23]=[CH:22][CH:21]=1.CCCCCC.CCOC(C)=O.